Dataset: Reaction yield outcomes from USPTO patents with 853,638 reactions. Task: Predict the reaction yield, written as a fraction of the theoretical maximum amount of product (1.0 means a 100% yield; for example, 0.34 means a 34% yield). (1) The reactants are [O:1]=[C:2]1[C:10]2([C:14]3=[CH:15][C:16]4[O:20][CH2:19][O:18][C:17]=4[CH:21]=[C:13]3[O:12][CH2:11]2)[C:9]2[C:4](=[CH:5][CH:6]=[CH:7][CH:8]=2)[N:3]1[CH2:22][C:23]1[O:24][CH:25]=[C:26]([C:28]([O:30]C)=[O:29])[N:27]=1.[OH-].[Na+].Cl. The catalyst is O1CCCC1.O. The product is [O:1]=[C:2]1[C:10]2([C:14]3=[CH:15][C:16]4[O:20][CH2:19][O:18][C:17]=4[CH:21]=[C:13]3[O:12][CH2:11]2)[C:9]2[C:4](=[CH:5][CH:6]=[CH:7][CH:8]=2)[N:3]1[CH2:22][C:23]1[O:24][CH:25]=[C:26]([C:28]([OH:30])=[O:29])[N:27]=1. The yield is 0.580. (2) The reactants are [CH2:1]([N:8]([CH2:38][C:39]1[CH:44]=[CH:43][CH:42]=[CH:41][CH:40]=1)[CH:9]1[CH2:13][CH:12]([C:14](=O)[CH2:15][NH:16][C:17]2[N:18]=[C:19]3[CH:25]=[CH:24][N:23]([S:26]([C:29]4[CH:35]=[CH:34][C:32]([CH3:33])=[CH:31][CH:30]=4)(=[O:28])=[O:27])[C:20]3=[N:21][CH:22]=2)[CH:11]([CH3:37])[CH2:10]1)[C:2]1[CH:7]=[CH:6][CH:5]=[CH:4][CH:3]=1.COC1C=CC(P2(SP(C3C=CC(OC)=CC=3)(=S)S2)=S)=CC=1. The product is [CH2:1]([N:8]([CH2:38][C:39]1[CH:44]=[CH:43][CH:42]=[CH:41][CH:40]=1)[CH:9]1[CH2:13][CH:12]([C:14]2[N:18]3[C:19]4[CH:25]=[CH:24][N:23]([S:26]([C:29]5[CH:35]=[CH:34][C:32]([CH3:33])=[CH:31][CH:30]=5)(=[O:28])=[O:27])[C:20]=4[N:21]=[CH:22][C:17]3=[N:16][CH:15]=2)[CH:11]([CH3:37])[CH2:10]1)[C:2]1[CH:7]=[CH:6][CH:5]=[CH:4][CH:3]=1. The yield is 0.870. The catalyst is O1CCOCC1. (3) The yield is 0.590. The catalyst is CC(C)=O. The product is [O:28]1[C:27]2[CH:26]=[CH:25][C:24]([NH:29][C:30]([S:31][CH3:14])=[C:11]([S:8]([C:5]3[CH:4]=[CH:3][C:2]([Cl:1])=[CH:7][CH:6]=3)(=[O:9])=[O:10])[C:12]#[N:13])=[CH:23][C:22]=2[O:21][CH2:20]1. The reactants are [Cl:1][C:2]1[CH:7]=[CH:6][C:5]([S:8]([CH2:11][C:12]#[N:13])(=[O:10])=[O:9])=[CH:4][CH:3]=1.[C:14](=O)([O-])[O-].[K+].[K+].[CH2:20]1[O:28][C:27]2[CH:26]=[CH:25][C:24]([N:29]=[C:30]=[S:31])=[CH:23][C:22]=2[O:21]1.CI.Cl.